Task: Predict the product of the given reaction.. Dataset: Forward reaction prediction with 1.9M reactions from USPTO patents (1976-2016) Given the reactants [Cl:1][C:2]1[C:3]([Cl:21])=[CH:4][C:5]2[C:6]([N:20]=1)=[N:7][C:8]([N:13]1[CH2:18][CH2:17][N:16]([CH3:19])[CH2:15][CH2:14]1)=[C:9]([NH:11][NH2:12])[N:10]=2.[CH:22](OC)(OC)OC, predict the reaction product. The product is: [Cl:1][C:2]1[C:3]([Cl:21])=[CH:4][C:5]2[N:10]3[CH:22]=[N:12][N:11]=[C:9]3[C:8]([N:13]3[CH2:18][CH2:17][N:16]([CH3:19])[CH2:15][CH2:14]3)=[N:7][C:6]=2[N:20]=1.